This data is from Forward reaction prediction with 1.9M reactions from USPTO patents (1976-2016). The task is: Predict the product of the given reaction. (1) Given the reactants CC1C(CC(OCC)=O)=C(C)N(CC(OC(C)(C)C)=O)N=1.[Cl:22][C:23]1[CH:28]=[C:27]([F:29])[CH:26]=[CH:25][C:24]=1[CH2:30][NH:31][C:32](=[O:58])[CH2:33][C:34]1[CH:35]=[N:36][N:37](C(C2C=CC=CC=2)(C2C=CC=CC=2)C2C=CC=CC=2)[CH:38]=1.O.C(=O)([O-])[O-].[K+].[K+], predict the reaction product. The product is: [Cl:22][C:23]1[CH:28]=[C:27]([F:29])[CH:26]=[CH:25][C:24]=1[CH2:30][NH:31][C:32](=[O:58])[CH2:33][C:34]1[CH:38]=[N:37][NH:36][CH:35]=1. (2) Given the reactants CS[C:3]1[CH:8]=[CH:7][C:6]([N+:9]([O-:11])=[O:10])=[CH:5][CH:4]=1.N1C(=O)NC(=O)N[C:13]1=O.Cl[O-].[Na+].[S:24]([O-:27])([O-])=[O:25].[Na+].[Na+], predict the reaction product. The product is: [CH3:13][S:24]([C:3]1[CH:8]=[CH:7][C:6]([N+:9]([O-:11])=[O:10])=[CH:5][CH:4]=1)(=[O:27])=[O:25]. (3) Given the reactants C([N:8]1[C@@H:15]([CH2:16][OH:17])[CH2:14][N:13]([C:18]([O:20][C:21]([CH3:24])([CH3:23])[CH3:22])=[O:19])[CH2:12][C:9]21[CH2:11][CH2:10]2)C1C=CC=CC=1, predict the reaction product. The product is: [OH:17][CH2:16][C@H:15]1[CH2:14][N:13]([C:18]([O:20][C:21]([CH3:24])([CH3:23])[CH3:22])=[O:19])[CH2:12][C:9]2([CH2:10][CH2:11]2)[NH:8]1. (4) The product is: [NH:28]1[CH2:29][CH2:30][N:26]=[C:27]1[C:31]1[CH:32]=[CH:33][C:34]([CH2:37][CH2:38][N:39]([CH3:40])[C:21]([C:19]2[O:20][C:16]([CH2:15][N:13]([S:10]([C:6]3[C:7]([CH3:9])=[CH:8][C:3]([O:2][CH3:1])=[CH:4][C:5]=3[CH3:25])(=[O:11])=[O:12])[CH3:14])=[N:17][N:18]=2)=[O:23])=[CH:35][CH:36]=1. Given the reactants [CH3:1][O:2][C:3]1[CH:8]=[C:7]([CH3:9])[C:6]([S:10]([N:13]([CH2:15][C:16]2[O:20][C:19]([C:21]([O:23]C)=O)=[N:18][N:17]=2)[CH3:14])(=[O:12])=[O:11])=[C:5]([CH3:25])[CH:4]=1.[NH:26]1[CH2:30][CH2:29][N:28]=[C:27]1[C:31]1[CH:36]=[CH:35][C:34]([CH2:37][CH2:38][NH:39][CH3:40])=[CH:33][CH:32]=1.C[Al](C)C, predict the reaction product. (5) Given the reactants [C:1]([C:3]1[CH:4]=[C:5]([CH:28]=[CH:29][CH:30]=1)[O:6][C:7]1[N:12]=[C:11]([O:13][C:14]2[CH:15]=[C:16]([CH2:20][CH2:21][C:22]([OH:24])=[O:23])[CH:17]=[CH:18][CH:19]=2)[C:10]([F:25])=[C:9]([CH3:26])[C:8]=1[F:27])#[N:2].CI.N1(C2CCCCCCCCCC2)CCCCCCCC[CH2:35]N1, predict the reaction product. The product is: [C:1]([C:3]1[CH:4]=[C:5]([CH:28]=[CH:29][CH:30]=1)[O:6][C:7]1[N:12]=[C:11]([O:13][C:14]2[CH:15]=[C:16]([CH2:20][CH2:21][C:22]([O:24][CH3:35])=[O:23])[CH:17]=[CH:18][CH:19]=2)[C:10]([F:25])=[C:9]([CH3:26])[C:8]=1[F:27])#[N:2].